Dataset: Full USPTO retrosynthesis dataset with 1.9M reactions from patents (1976-2016). Task: Predict the reactants needed to synthesize the given product. (1) Given the product [N:14]1[CH:15]=[CH:16][CH:17]=[N:18][C:13]=1[O:3][C:4]1[CH:11]=[CH:10][C:7]([CH:8]=[O:9])=[CH:6][CH:5]=1, predict the reactants needed to synthesize it. The reactants are: [H-].[Na+].[OH:3][C:4]1[CH:11]=[CH:10][C:7]([CH:8]=[O:9])=[CH:6][CH:5]=1.Cl[C:13]1[N:18]=[CH:17][CH:16]=[CH:15][N:14]=1. (2) Given the product [CH3:34][N:33]1[C:29]([C:9]2[CH:10]=[C:11]3[C:6]([CH2:5][CH2:4][CH:3]3[N:2]([CH3:22])[CH3:1])=[CH:7][CH:8]=2)=[C:30]([C:36]2[CH:41]=[CH:40][CH:39]=[CH:38][CH:37]=2)[C:31]([CH3:35])=[N:32]1, predict the reactants needed to synthesize it. The reactants are: [CH3:1][N:2]([CH3:22])[CH:3]1[C:11]2[C:6](=[CH:7][CH:8]=[C:9](C3N(C)N=C4C=3CCCC4)[CH:10]=2)[CH2:5][CH2:4]1.FC(F)(F)S(O[C:29]1[N:33]([CH3:34])[N:32]=[C:31]([CH3:35])[C:30]=1[C:36]1[CH:41]=[CH:40][CH:39]=[CH:38][CH:37]=1)(=O)=O.CN(C)C1C2C(=CC=C(B3OC(C)(C)C(C)(C)O3)C=2)CC1.C([O-])([O-])=O.[Na+].[Na+].